From a dataset of Catalyst prediction with 721,799 reactions and 888 catalyst types from USPTO. Predict which catalyst facilitates the given reaction. (1) Product: [F:29][C:30]([F:49])([F:48])[S:31]([O:18][C:12]1[CH:13]=[CH:14][C:15]2[CH2:16][CH2:17][CH:8]([NH:7][C:6]([O:5][C:1]([CH3:4])([CH3:2])[CH3:3])=[O:28])[CH:9]([CH2:19][C:20]3[CH:25]=[CH:24][C:23]([Cl:26])=[C:22]([Cl:27])[CH:21]=3)[C:10]=2[CH:11]=1)(=[O:33])=[O:32]. Reactant: [C:1]([O:5][C:6](=[O:28])[NH:7][CH:8]1[CH2:17][CH2:16][C:15]2[C:10](=[CH:11][C:12]([OH:18])=[CH:13][CH:14]=2)[CH:9]1[CH2:19][C:20]1[CH:25]=[CH:24][C:23]([Cl:26])=[C:22]([Cl:27])[CH:21]=1)([CH3:4])([CH3:3])[CH3:2].[F:29][C:30]([F:49])([F:48])[S:31](N(C1C=CC=CC=1)[S:31]([C:30]([F:49])([F:48])[F:29])(=[O:33])=[O:32])(=[O:33])=[O:32].C(N(CC)CC)C. The catalyst class is: 4. (2) Reactant: [NH2:1][C:2]1[C:6]2[CH:7]=[CH:8][C:9]([C:11]3[CH:16]=[CH:15][C:14]([C:17]([N:19]4[CH2:24][CH2:23][N:22]([C:25]([O:27][C:28]([CH3:31])([CH3:30])[CH3:29])=[O:26])[CH2:21][CH2:20]4)=[O:18])=[CH:13][CH:12]=3)=[CH:10][C:5]=2[O:4][N:3]=1.[CH:32]1([C:35](Cl)=[O:36])[CH2:34][CH2:33]1. Product: [CH:32]1([C:35]([NH:1][C:2]2[C:6]3[CH:7]=[CH:8][C:9]([C:11]4[CH:12]=[CH:13][C:14]([C:17]([N:19]5[CH2:20][CH2:21][N:22]([C:25]([O:27][C:28]([CH3:31])([CH3:30])[CH3:29])=[O:26])[CH2:23][CH2:24]5)=[O:18])=[CH:15][CH:16]=4)=[CH:10][C:5]=3[O:4][N:3]=2)=[O:36])[CH2:34][CH2:33]1. The catalyst class is: 436. (3) Reactant: [F:1][C:2]([F:24])([F:23])[C:3]([C@H:16]1[CH2:21][CH2:20][C@H:19]([NH2:22])[CH2:18][CH2:17]1)([O:8][Si:9]([CH2:14][CH3:15])([CH2:12][CH3:13])[CH2:10][CH3:11])[C:4]([F:7])([F:6])[F:5].CCN(C(C)C)C(C)C.[C:34]1([S:40](Cl)(=[O:42])=[O:41])[CH:39]=[CH:38][CH:37]=[CH:36][CH:35]=1. Product: [F:24][C:2]([F:1])([F:23])[C:3]([C@H:16]1[CH2:21][CH2:20][C@H:19]([NH:22][S:40]([C:34]2[CH:39]=[CH:38][CH:37]=[CH:36][CH:35]=2)(=[O:42])=[O:41])[CH2:18][CH2:17]1)([O:8][Si:9]([CH2:10][CH3:11])([CH2:14][CH3:15])[CH2:12][CH3:13])[C:4]([F:7])([F:6])[F:5]. The catalyst class is: 2. (4) Reactant: [H-].C([Al+]CC(C)C)C(C)C.[CH3:11][N:12]([CH3:33])[CH2:13][CH2:14][CH2:15][O:16][C:17]1[CH:18]=[N:19][C:20]([C:23]2[CH:24]=[C:25]([CH:30]=[CH:31][CH:32]=2)[C:26](OC)=[O:27])=[N:21][CH:22]=1.S([O-])([O-])(=O)=O.[Na+].[Na+]. Product: [CH3:33][N:12]([CH3:11])[CH2:13][CH2:14][CH2:15][O:16][C:17]1[CH:22]=[N:21][C:20]([C:23]2[CH:24]=[C:25]([CH2:26][OH:27])[CH:30]=[CH:31][CH:32]=2)=[N:19][CH:18]=1. The catalyst class is: 1. (5) Reactant: [OH:1][C:2]1[C:11]2[C:6](=[C:7]([O:12][C:13]3[CH:18]=[CH:17][CH:16]=[CH:15][CH:14]=3)[CH:8]=[CH:9][CH:10]=2)[C:5]([CH3:19])=[N:4][C:3]=1[C:20](OC)=[O:21].[NH2:24][CH2:25][C:26]([OH:28])=[O:27].C[O-].[Na+]. Product: [OH:1][C:2]1[C:11]2[C:6](=[C:7]([O:12][C:13]3[CH:14]=[CH:15][CH:16]=[CH:17][CH:18]=3)[CH:8]=[CH:9][CH:10]=2)[C:5]([CH3:19])=[N:4][C:3]=1[C:20]([NH:24][CH2:25][C:26]([OH:28])=[O:27])=[O:21]. The catalyst class is: 5. (6) Reactant: C(Cl)(=O)C(Cl)=O.CS(C)=O.[N:11]([C@@H:14]1[C:24]2[C:19](=[N:20][CH:21]=[CH:22][CH:23]=2)[C@H:18]([OH:25])[CH2:17][CH2:16][C@H:15]1[C:26]1[CH:31]=[CH:30][CH:29]=[C:28]([F:32])[C:27]=1[F:33])=[N+:12]=[N-:13].C(N(CC)CC)C. Product: [N:11]([C@@H:14]1[C:24]2[C:19](=[N:20][CH:21]=[CH:22][CH:23]=2)[C:18](=[O:25])[CH2:17][CH2:16][C@H:15]1[C:26]1[CH:31]=[CH:30][CH:29]=[C:28]([F:32])[C:27]=1[F:33])=[N+:12]=[N-:13]. The catalyst class is: 4. (7) Reactant: [O:1]1[CH2:4][CH:3]([N:5]2[CH2:10][CH2:9][N:8]([C:11]3[CH:16]=[CH:15][C:14]([NH:17][C:18]4[N:23]=[CH:22][N:21]=[C:20]([C:24]5[CH:25]=[CH:26][C:27]([O:32][CH:33]6[CH2:38][CH2:37][NH:36][CH2:35][CH2:34]6)=[C:28]([CH:31]=5)[C:29]#[N:30])[N:19]=4)=[CH:13][CH:12]=3)[CH2:7][CH2:6]2)[CH2:2]1.C(N(CC)C(C)C)(C)C.[CH3:48][N:49]=[C:50]=[O:51]. Product: [C:29]([C:28]1[CH:31]=[C:24]([C:20]2[N:19]=[C:18]([NH:17][C:14]3[CH:13]=[CH:12][C:11]([N:8]4[CH2:7][CH2:6][N:5]([CH:3]5[CH2:4][O:1][CH2:2]5)[CH2:10][CH2:9]4)=[CH:16][CH:15]=3)[N:23]=[CH:22][N:21]=2)[CH:25]=[CH:26][C:27]=1[O:32][CH:33]1[CH2:38][CH2:37][N:36]([C:50]([NH:49][CH3:48])=[O:51])[CH2:35][CH2:34]1)#[N:30]. The catalyst class is: 4.